Dataset: NCI-60 drug combinations with 297,098 pairs across 59 cell lines. Task: Regression. Given two drug SMILES strings and cell line genomic features, predict the synergy score measuring deviation from expected non-interaction effect. (1) Drug 1: CC1C(C(CC(O1)OC2CC(OC(C2O)C)OC3=CC4=CC5=C(C(=O)C(C(C5)C(C(=O)C(C(C)O)O)OC)OC6CC(C(C(O6)C)O)OC7CC(C(C(O7)C)O)OC8CC(C(C(O8)C)O)(C)O)C(=C4C(=C3C)O)O)O)O. Drug 2: CS(=O)(=O)OCCCCOS(=O)(=O)C. Cell line: M14. Synergy scores: CSS=43.9, Synergy_ZIP=0.300, Synergy_Bliss=1.13, Synergy_Loewe=-42.2, Synergy_HSA=0.291. (2) Drug 1: CC(C)(C1=NC(=CC=C1)N2C3=NC(=NC=C3C(=O)N2CC=C)NC4=CC=C(C=C4)N5CCN(CC5)C)O. Drug 2: CC1(CCCN1)C2=NC3=C(C=CC=C3N2)C(=O)N. Cell line: UACC62. Synergy scores: CSS=22.6, Synergy_ZIP=6.60, Synergy_Bliss=9.04, Synergy_Loewe=-22.2, Synergy_HSA=5.66. (3) Drug 1: COC1=CC(=CC(=C1O)OC)C2C3C(COC3=O)C(C4=CC5=C(C=C24)OCO5)OC6C(C(C7C(O6)COC(O7)C8=CC=CS8)O)O. Drug 2: C1CN(CCN1C(=O)CCBr)C(=O)CCBr. Cell line: HS 578T. Synergy scores: CSS=51.9, Synergy_ZIP=3.88, Synergy_Bliss=3.88, Synergy_Loewe=3.80, Synergy_HSA=8.62. (4) Drug 1: CC=C1C(=O)NC(C(=O)OC2CC(=O)NC(C(=O)NC(CSSCCC=C2)C(=O)N1)C(C)C)C(C)C. Drug 2: CC1CCC2CC(C(=CC=CC=CC(CC(C(=O)C(C(C(=CC(C(=O)CC(OC(=O)C3CCCCN3C(=O)C(=O)C1(O2)O)C(C)CC4CCC(C(C4)OC)OCCO)C)C)O)OC)C)C)C)OC. Cell line: RPMI-8226. Synergy scores: CSS=27.6, Synergy_ZIP=1.56, Synergy_Bliss=4.85, Synergy_Loewe=-48.7, Synergy_HSA=2.86. (5) Drug 1: C1CCC(C1)C(CC#N)N2C=C(C=N2)C3=C4C=CNC4=NC=N3. Drug 2: C1CCC(CC1)NC(=O)N(CCCl)N=O. Cell line: HOP-62. Synergy scores: CSS=25.3, Synergy_ZIP=2.05, Synergy_Bliss=4.34, Synergy_Loewe=0.708, Synergy_HSA=0.820.